From a dataset of NCI-60 drug combinations with 297,098 pairs across 59 cell lines. Regression. Given two drug SMILES strings and cell line genomic features, predict the synergy score measuring deviation from expected non-interaction effect. (1) Drug 1: C1=CC(=CC=C1CC(C(=O)O)N)N(CCCl)CCCl.Cl. Drug 2: CN1C2=C(C=C(C=C2)N(CCCl)CCCl)N=C1CCCC(=O)O.Cl. Cell line: K-562. Synergy scores: CSS=28.0, Synergy_ZIP=-4.65, Synergy_Bliss=6.15, Synergy_Loewe=-3.31, Synergy_HSA=2.08. (2) Drug 1: CC1=C2C(C(=O)C3(C(CC4C(C3C(C(C2(C)C)(CC1OC(=O)C(C(C5=CC=CC=C5)NC(=O)OC(C)(C)C)O)O)OC(=O)C6=CC=CC=C6)(CO4)OC(=O)C)OC)C)OC. Drug 2: CC1=CC2C(CCC3(C2CCC3(C(=O)C)OC(=O)C)C)C4(C1=CC(=O)CC4)C. Cell line: NCI-H226. Synergy scores: CSS=31.1, Synergy_ZIP=5.55, Synergy_Bliss=5.69, Synergy_Loewe=-26.2, Synergy_HSA=1.53. (3) Drug 1: C1CCC(C1)C(CC#N)N2C=C(C=N2)C3=C4C=CNC4=NC=N3. Drug 2: COCCOC1=C(C=C2C(=C1)C(=NC=N2)NC3=CC=CC(=C3)C#C)OCCOC.Cl. Cell line: KM12. Synergy scores: CSS=23.1, Synergy_ZIP=3.60, Synergy_Bliss=4.59, Synergy_Loewe=-8.11, Synergy_HSA=3.90.